From a dataset of Reaction yield outcomes from USPTO patents with 853,638 reactions. Predict the reaction yield, written as a fraction of the theoretical maximum amount of product (1.0 means a 100% yield; for example, 0.34 means a 34% yield). (1) The reactants are F[C:2]1[CH:9]=[CH:8][C:5]([C:6]#[N:7])=[CH:4][CH:3]=1.[NH2:10][CH2:11][CH2:12][CH2:13][OH:14]. The catalyst is O. The product is [OH:14][CH2:13][CH2:12][CH2:11][NH:10][C:2]1[CH:9]=[CH:8][C:5]([C:6]#[N:7])=[CH:4][CH:3]=1. The yield is 0.970. (2) The yield is 0.305. No catalyst specified. The product is [NH:1]1[CH2:6][CH2:5][CH2:4][CH:3]2[CH2:7][N:8]([C:10]3[CH:11]=[CH:12][C:13]([C:14]([NH:38][C:35]4[NH:36][N:37]=[C:33]([O:32][CH2:31][C:25]5[CH:26]=[C:27]([O:29][CH3:30])[CH:28]=[C:23]([O:22][CH3:21])[CH:24]=5)[CH:34]=4)=[O:16])=[CH:18][CH:19]=3)[CH2:9][CH:2]12. The reactants are [NH:1]1[CH2:6][CH2:5][CH2:4][CH:3]2[CH2:7][N:8]([C:10]3[CH:19]=[CH:18][C:13]([C:14]([O:16]C)=O)=[CH:12][CH:11]=3)[CH2:9][CH:2]12.Cl.[CH3:21][O:22][C:23]1[CH:24]=[C:25]([CH2:31][O:32][C:33]2[CH:34]=[C:35]([NH2:38])[NH:36][N:37]=2)[CH:26]=[C:27]([O:29][CH3:30])[CH:28]=1.C[Al](C)C.C1(C)C=CC=CC=1. (3) The reactants are [C:1]1([S:7]([N:10]2[C:14]3=[N:15][CH:16]=[C:17]([O:19][CH3:20])[CH:18]=[C:13]3[C:12](I)=[CH:11]2)(=[O:9])=[O:8])[CH:6]=[CH:5][CH:4]=[CH:3][CH:2]=1.C([Mg]Cl)(C)C.[C:27]([O:31][C:32](=[O:54])[N:33]([C:45]1[CH:50]=[CH:49][C:48]([CH:51]=[O:52])=[C:47]([F:53])[N:46]=1)[CH2:34][C:35]1[CH:36]=[N:37][C:38]([C:41]([F:44])([F:43])[F:42])=[CH:39][CH:40]=1)([CH3:30])([CH3:29])[CH3:28].[Cl-].[NH4+]. The catalyst is O1CCCC1. The product is [C:27]([O:31][C:32](=[O:54])[N:33]([C:45]1[CH:50]=[CH:49][C:48]([CH:51]([C:12]2[C:13]3[C:14](=[N:15][CH:16]=[C:17]([O:19][CH3:20])[CH:18]=3)[N:10]([S:7]([C:1]3[CH:6]=[CH:5][CH:4]=[CH:3][CH:2]=3)(=[O:9])=[O:8])[CH:11]=2)[OH:52])=[C:47]([F:53])[N:46]=1)[CH2:34][C:35]1[CH:36]=[N:37][C:38]([C:41]([F:43])([F:42])[F:44])=[CH:39][CH:40]=1)([CH3:30])([CH3:28])[CH3:29]. The yield is 0.600. (4) The reactants are Cl.[NH2:2][CH2:3][CH2:4][C:5]([O:7][CH2:8][CH3:9])=[O:6].C(N(C(C)C)C(C)C)C.[C:19]([C:22]1[N:27]=[C:26]([C:28]2[CH:33]=[CH:32][C:31]([C:34]3[CH:39]=[CH:38][C:37]([CH2:40][C:41](O)=[O:42])=[CH:36][C:35]=3[Cl:44])=[CH:30][CH:29]=2)[C:25]([CH3:45])=[N:24][C:23]=1[CH3:46])(=[O:21])[NH2:20].Cl.CN(C)CCCN=C=NCC.N1(O)C2C=CC=CC=2N=N1. The catalyst is CN(C=O)C. The product is [C:19]([C:22]1[N:27]=[C:26]([C:28]2[CH:33]=[CH:32][C:31]([C:34]3[CH:39]=[CH:38][C:37]([CH2:40][C:41]([NH:2][CH2:3][CH2:4][C:5]([O:7][CH2:8][CH3:9])=[O:6])=[O:42])=[CH:36][C:35]=3[Cl:44])=[CH:30][CH:29]=2)[C:25]([CH3:45])=[N:24][C:23]=1[CH3:46])(=[O:21])[NH2:20]. The yield is 1.51. (5) The reactants are [CH2:1]([N:8]1[C:12]2([C:24]3[CH:29]=[CH:28][CH:27]=[C:26](Br)[CH:25]=3)[CH2:13][CH:14]([O:16][Si:17]([C:20]([CH3:23])([CH3:22])[CH3:21])([CH3:19])[CH3:18])[CH2:15][CH:11]2[CH2:10][O:9]1)[C:2]1[CH:7]=[CH:6][CH:5]=[CH:4][CH:3]=1.C(=O)([O-])[O-].[Na+].[Na+].[CH3:37][O:38][C:39]1[CH:40]=[C:41](B(O)O)[CH:42]=[CH:43][CH:44]=1. The catalyst is COCCOC.C(OCC)(=O)C. The product is [CH2:1]([N:8]1[C:12]2([C:24]3[CH:25]=[C:26]([C:43]4[CH:42]=[CH:41][CH:40]=[C:39]([O:38][CH3:37])[CH:44]=4)[CH:27]=[CH:28][CH:29]=3)[CH2:13][CH:14]([O:16][Si:17]([C:20]([CH3:23])([CH3:22])[CH3:21])([CH3:19])[CH3:18])[CH2:15][CH:11]2[CH2:10][O:9]1)[C:2]1[CH:7]=[CH:6][CH:5]=[CH:4][CH:3]=1. The yield is 0.920. (6) The reactants are ClC(Cl)C(O)=O.N[C:8]1[N:9]([C:28]2[C:37]3[C:32](=[CH:33][CH:34]=[CH:35][CH:36]=3)[C:31]([CH:38]3[CH2:40][CH2:39]3)=[CH:30][CH:29]=2)[C:10]([S:13][CH2:14][C:15]([NH:17][C:18]2[CH:26]=[CH:25][C:21]([C:22]([OH:24])=[O:23])=[CH:20][C:19]=2[Cl:27])=[O:16])=[N:11][N:12]=1.N([O-])=O.[Na+].[Br:45]CBr. The catalyst is [Br-].C([N+](CC)(CC)CC)C1C=CC=CC=1. The product is [Br:45][C:8]1[N:9]([C:28]2[C:37]3[C:32](=[CH:33][CH:34]=[CH:35][CH:36]=3)[C:31]([CH:38]3[CH2:40][CH2:39]3)=[CH:30][CH:29]=2)[C:10]([S:13][CH2:14][C:15]([NH:17][C:18]2[CH:26]=[CH:25][C:21]([C:22]([OH:24])=[O:23])=[CH:20][C:19]=2[Cl:27])=[O:16])=[N:11][N:12]=1. The yield is 0.340.